This data is from Catalyst prediction with 721,799 reactions and 888 catalyst types from USPTO. The task is: Predict which catalyst facilitates the given reaction. (1) Product: [Br:1][C:2]1[CH:3]=[C:4]([F:11])[C:5]([F:10])=[C:6]([CH:9]=1)[CH:7]=[O:8]. The catalyst class is: 255. Reactant: [Br:1][C:2]1[C:3]([Si](C)(C)C)=[C:4]([F:11])[C:5]([F:10])=[C:6]([CH:9]=1)[CH:7]=[O:8].[F-].[Cs+]. (2) Reactant: C(OC([N:8]1[C:16]2[C:11](=[CH:12][CH:13]=[C:14]([F:17])[CH:15]=2)[C:10]([C:18]2[CH:23]=[CH:22][C:21]([S:24]([N:27]3[CH2:32][CH2:31][N:30](C(OC(C)(C)C)=O)[CH:29]([CH2:40][OH:41])[CH2:28]3)(=[O:26])=[O:25])=[CH:20][CH:19]=2)=[CH:9]1)=O)(C)(C)C.C(O)(C(F)(F)F)=O.CCOC(C)=O. Product: [F:17][C:14]1[CH:15]=[C:16]2[C:11]([C:10]([C:18]3[CH:19]=[CH:20][C:21]([S:24]([N:27]4[CH2:32][CH2:31][NH:30][CH:29]([CH2:40][OH:41])[CH2:28]4)(=[O:26])=[O:25])=[CH:22][CH:23]=3)=[CH:9][NH:8]2)=[CH:12][CH:13]=1. The catalyst class is: 2. (3) Reactant: [C:1](Cl)(=[O:3])[CH3:2].[NH2:5][CH2:6][C:7]1[N:8]([CH2:19][CH:20]([CH3:22])[CH3:21])[C:9]2[C:14]([CH3:15])=[C:13]([CH3:16])[N:12]=[C:11]([NH2:17])[C:10]=2[N:18]=1.C(N(CC)CC)C. Product: [NH2:17][C:11]1[C:10]2[N:18]=[C:7]([CH2:6][NH:5][C:1](=[O:3])[CH3:2])[N:8]([CH2:19][CH:20]([CH3:22])[CH3:21])[C:9]=2[C:14]([CH3:15])=[C:13]([CH3:16])[N:12]=1. The catalyst class is: 4. (4) The catalyst class is: 10. Product: [Br-:1].[CH3:23][C:17]1[CH:18]=[C:19]([CH3:22])[CH:20]=[CH:21][N+:16]=1[CH2:2][CH2:3][CH2:4][CH2:5][CH2:6][CH2:7][CH2:8][CH2:9][C:10]1[CH:15]=[CH:14][CH:13]=[CH:12][CH:11]=1. Reactant: [Br:1][CH2:2][CH2:3][CH2:4][CH2:5][CH2:6][CH2:7][CH2:8][CH2:9][C:10]1[CH:15]=[CH:14][CH:13]=[CH:12][CH:11]=1.[N:16]1[CH:21]=[CH:20][C:19]([CH3:22])=[CH:18][C:17]=1[CH3:23]. (5) Reactant: I[C:2]1[C:10]2[C:5](=[N:6][CH:7]=[CH:8][CH:9]=2)[N:4]([Si:11]([CH:18]([CH3:20])[CH3:19])([CH:15]([CH3:17])[CH3:16])[CH:12]([CH3:14])[CH3:13])[CH:3]=1.C([Mg]Cl)(C)C.[CH2:26]([O:28][C:29]1[C:36]([O:37][CH2:38][C:39]2[CH:44]=[CH:43][CH:42]=[CH:41][CH:40]=2)=[CH:35][CH:34]=[CH:33][C:30]=1[CH:31]=[O:32])[CH3:27].O. Product: [CH2:38]([O:37][C:36]1[C:29]([O:28][CH2:26][CH3:27])=[C:30]([CH:31]([C:2]2[C:10]3[C:5](=[N:6][CH:7]=[CH:8][CH:9]=3)[N:4]([Si:11]([CH:18]([CH3:20])[CH3:19])([CH:15]([CH3:17])[CH3:16])[CH:12]([CH3:14])[CH3:13])[CH:3]=2)[OH:32])[CH:33]=[CH:34][CH:35]=1)[C:39]1[CH:40]=[CH:41][CH:42]=[CH:43][CH:44]=1. The catalyst class is: 7. (6) Reactant: CCCCCC.C([Li])CCC.[CH2:12]([O:19][C:20]1[CH:25]=[CH:24][CH:23]=[CH:22][C:21]=1Br)[C:13]1[CH:18]=[CH:17][CH:16]=[CH:15][CH:14]=1.[CH:27]([C:30]1[CH:37]=[CH:36][C:33]([CH:34]=[O:35])=[CH:32][CH:31]=1)([CH3:29])[CH3:28].O. Product: [CH2:12]([O:19][C:20]1[CH:25]=[CH:24][CH:23]=[CH:22][C:21]=1[CH:34]([C:33]1[CH:36]=[CH:37][C:30]([CH:27]([CH3:29])[CH3:28])=[CH:31][CH:32]=1)[OH:35])[C:13]1[CH:18]=[CH:17][CH:16]=[CH:15][CH:14]=1. The catalyst class is: 1. (7) Reactant: [H-].[Na+].[CH3:3][O:4][CH2:5][CH2:6][OH:7].[I:8][C:9]1[CH:14]=[C:13]([N+]([O-])=O)[CH:12]=[C:11]([N+:18]([O-:20])=[O:19])[CH:10]=1.O. Product: [I:8][C:9]1[CH:10]=[C:11]([N+:18]([O-:20])=[O:19])[CH:12]=[C:13]([O:7][CH2:6][CH2:5][O:4][CH3:3])[CH:14]=1. The catalyst class is: 44.